This data is from Forward reaction prediction with 1.9M reactions from USPTO patents (1976-2016). The task is: Predict the product of the given reaction. (1) Given the reactants C([O:3][C:4](=[O:29])[CH2:5][N:6]1[C:10](=[O:11])[C@H:9]([CH2:12][CH2:13][CH2:14][NH:15][C:16]([O:18][CH2:19][C:20]2[CH:25]=[CH:24][CH:23]=[CH:22][CH:21]=2)=[O:17])[N:8]([CH2:26][CH3:27])[C:7]1=[O:28])C.[Li+].[OH-].O.C(O)(=O)CC(CC(O)=O)(C(O)=O)O, predict the reaction product. The product is: [CH2:19]([O:18][C:16]([NH:15][CH2:14][CH2:13][CH2:12][C@H:9]1[C:10](=[O:11])[N:6]([CH2:5][C:4]([OH:29])=[O:3])[C:7](=[O:28])[N:8]1[CH2:26][CH3:27])=[O:17])[C:20]1[CH:21]=[CH:22][CH:23]=[CH:24][CH:25]=1. (2) Given the reactants C([N:8]1[CH2:13][CH2:12][C:11]([S:15]([C:18]2[CH:23]=[CH:22][C:21]([Br:24])=[CH:20][CH:19]=2)(=[O:17])=[O:16])([F:14])[CH2:10][CH2:9]1)(OC(C)(C)C)=O.C(O)C.[ClH:28], predict the reaction product. The product is: [ClH:28].[Br:24][C:21]1[CH:20]=[CH:19][C:18]([S:15]([C:11]2([F:14])[CH2:12][CH2:13][NH:8][CH2:9][CH2:10]2)(=[O:16])=[O:17])=[CH:23][CH:22]=1.